From a dataset of Full USPTO retrosynthesis dataset with 1.9M reactions from patents (1976-2016). Predict the reactants needed to synthesize the given product. Given the product [C:1]([O-:8])(=[O:7])[CH2:2][CH2:3][C:4]([CH3:6])=[O:5].[Cu+2:13].[C:1]([O-:8])(=[O:7])[CH2:2][CH2:3][C:4]([CH3:6])=[O:5], predict the reactants needed to synthesize it. The reactants are: [C:1]([OH:8])(=[O:7])[CH2:2][CH2:3][C:4]([CH3:6])=[O:5].C(=O)([O-])[O-].[Cu+2:13].C(=O)=O.